Dataset: Catalyst prediction with 721,799 reactions and 888 catalyst types from USPTO. Task: Predict which catalyst facilitates the given reaction. Reactant: Br[C:2]1[CH:7]=[CH:6][CH:5]=[C:4]([Br:8])[N:3]=1.[Na].[NH:10]1[CH:14]=[CH:13][N:12]=[CH:11]1. Product: [Br:8][C:4]1[CH:5]=[CH:6][CH:7]=[C:2]([N:10]2[CH:14]=[CH:13][N:12]=[CH:11]2)[N:3]=1. The catalyst class is: 58.